Dataset: NCI-60 drug combinations with 297,098 pairs across 59 cell lines. Task: Regression. Given two drug SMILES strings and cell line genomic features, predict the synergy score measuring deviation from expected non-interaction effect. (1) Drug 1: C1CCC(CC1)NC(=O)N(CCCl)N=O. Drug 2: C(CN)CNCCSP(=O)(O)O. Cell line: SW-620. Synergy scores: CSS=14.7, Synergy_ZIP=-9.96, Synergy_Bliss=-10.8, Synergy_Loewe=-30.7, Synergy_HSA=-9.74. (2) Drug 1: CC12CCC3C(C1CCC2=O)CC(=C)C4=CC(=O)C=CC34C. Drug 2: CC1=C(N=C(N=C1N)C(CC(=O)N)NCC(C(=O)N)N)C(=O)NC(C(C2=CN=CN2)OC3C(C(C(C(O3)CO)O)O)OC4C(C(C(C(O4)CO)O)OC(=O)N)O)C(=O)NC(C)C(C(C)C(=O)NC(C(C)O)C(=O)NCCC5=NC(=CS5)C6=NC(=CS6)C(=O)NCCC[S+](C)C)O. Cell line: MDA-MB-231. Synergy scores: CSS=55.9, Synergy_ZIP=-3.71, Synergy_Bliss=1.49, Synergy_Loewe=0.511, Synergy_HSA=1.98.